Regression. Given two drug SMILES strings and cell line genomic features, predict the synergy score measuring deviation from expected non-interaction effect. From a dataset of NCI-60 drug combinations with 297,098 pairs across 59 cell lines. Drug 1: CN(C)C1=NC(=NC(=N1)N(C)C)N(C)C. Drug 2: CC1CCC2CC(C(=CC=CC=CC(CC(C(=O)C(C(C(=CC(C(=O)CC(OC(=O)C3CCCCN3C(=O)C(=O)C1(O2)O)C(C)CC4CCC(C(C4)OC)O)C)C)O)OC)C)C)C)OC. Cell line: RPMI-8226. Synergy scores: CSS=12.9, Synergy_ZIP=2.67, Synergy_Bliss=-4.50, Synergy_Loewe=-25.3, Synergy_HSA=-10.1.